This data is from Buchwald-Hartwig C-N cross coupling reaction yields with 55,370 reactions. The task is: Predict the reaction yield, written as a fraction of the theoretical maximum amount of product (1.0 means a 100% yield; for example, 0.34 means a 34% yield). (1) The reactants are FC(F)(F)c1ccc(I)cc1.Cc1ccc(N)cc1.O=S(=O)(O[Pd]1c2ccccc2-c2ccccc2N~1)C(F)(F)F.CC(C)c1cc(C(C)C)c(-c2ccccc2P(C2CCCCC2)C2CCCCC2)c(C(C)C)c1.CN(C)C(=NC(C)(C)C)N(C)C.CCOC(=O)c1cc(C)on1. No catalyst specified. The product is Cc1ccc(Nc2ccc(C(F)(F)F)cc2)cc1. The yield is 0.417. (2) No catalyst specified. The product is Cc1ccc(Nc2cccnc2)cc1. The reactants are Brc1cccnc1.Cc1ccc(N)cc1.O=S(=O)(O[Pd]1c2ccccc2-c2ccccc2N~1)C(F)(F)F.COc1ccc(OC)c(P(C(C)(C)C)C(C)(C)C)c1-c1c(C(C)C)cc(C(C)C)cc1C(C)C.CN(C)C(=NC(C)(C)C)N(C)C.c1ccc(-c2cnoc2)cc1. The yield is 0.605. (3) The reactants are Brc1ccccn1.Cc1ccc(N)cc1.O=S(=O)(O[Pd]1c2ccccc2-c2ccccc2N~1)C(F)(F)F.CC(C)c1cc(C(C)C)c(-c2ccccc2P(C2CCCCC2)C2CCCCC2)c(C(C)C)c1.CCN=P(N=P(N(C)C)(N(C)C)N(C)C)(N(C)C)N(C)C.Cc1cc(C)on1. No catalyst specified. The product is Cc1ccc(Nc2ccccn2)cc1. The yield is 0.235. (4) The reactants are CCc1ccc(Br)cc1.Cc1ccc(N)cc1.O=S(=O)(O[Pd]1c2ccccc2-c2ccccc2N~1)C(F)(F)F.CC(C)c1cc(C(C)C)c(-c2ccccc2P(C(C)(C)C)C(C)(C)C)c(C(C)C)c1.CCN=P(N=P(N(C)C)(N(C)C)N(C)C)(N(C)C)N(C)C.c1ccc(CN(Cc2ccccc2)c2ccon2)cc1. No catalyst specified. The product is CCc1ccc(Nc2ccc(C)cc2)cc1. The yield is 0.648. (5) The reactants are FC(F)(F)c1ccc(Cl)cc1.Cc1ccc(N)cc1.O=S(=O)(O[Pd]1c2ccccc2-c2ccccc2N~1)C(F)(F)F.CC(C)c1cc(C(C)C)c(-c2ccccc2P(C2CCCCC2)C2CCCCC2)c(C(C)C)c1.CN1CCCN2CCCN=C12.COC(=O)c1ccno1. No catalyst specified. The product is Cc1ccc(Nc2ccc(C(F)(F)F)cc2)cc1. The yield is 0.0997. (6) The product is COc1ccc(Nc2ccc(C)cc2)cc1. No catalyst specified. The yield is 0.0115. The reactants are COc1ccc(Cl)cc1.Cc1ccc(N)cc1.O=S(=O)(O[Pd]1c2ccccc2-c2ccccc2N~1)C(F)(F)F.CC(C)c1cc(C(C)C)c(-c2ccccc2P(C(C)(C)C)C(C)(C)C)c(C(C)C)c1.CN1CCCN2CCCN=C12.Cc1cc(-c2ccccc2)on1.